Task: Regression. Given a peptide amino acid sequence and an MHC pseudo amino acid sequence, predict their binding affinity value. This is MHC class II binding data.. Dataset: Peptide-MHC class II binding affinity with 134,281 pairs from IEDB (1) The peptide sequence is FAVVDLNKMRAVWVDGKART. The MHC is DRB1_1302 with pseudo-sequence DRB1_1302. The binding affinity (normalized) is 0.637. (2) The peptide sequence is AQLGYTIRQLERLLQ. The MHC is DRB4_0101 with pseudo-sequence DRB4_0103. The binding affinity (normalized) is 0.617. (3) The peptide sequence is DYLKAQQNRRFMIYV. The MHC is DRB1_1101 with pseudo-sequence DRB1_1101. The binding affinity (normalized) is 0.417. (4) The peptide sequence is LDISLETVAIDRPAE. The MHC is DRB1_1101 with pseudo-sequence DRB1_1101. The binding affinity (normalized) is 0.0711. (5) The peptide sequence is KYMVIQGEPGRVIRG. The MHC is DRB1_1602 with pseudo-sequence DRB1_1602. The binding affinity (normalized) is 0.574. (6) The peptide sequence is NHTLTGQHTLPRCWL. The MHC is DRB1_0101 with pseudo-sequence DRB1_0101. The binding affinity (normalized) is 0.578. (7) The peptide sequence is LIDDVIAILPVDELY. The MHC is DRB4_0101 with pseudo-sequence DRB4_0103. The binding affinity (normalized) is 0.635. (8) The peptide sequence is GPKEPFRDYVDRFYKTLR. The MHC is DRB1_0404 with pseudo-sequence DRB1_0404. The binding affinity (normalized) is 0.590. (9) The peptide sequence is ASSDITAQLSQLISL. The MHC is DRB1_0405 with pseudo-sequence DRB1_0405. The binding affinity (normalized) is 0.425. (10) The peptide sequence is EKKVFAATQFEPLAA. The MHC is HLA-DQA10101-DQB10501 with pseudo-sequence HLA-DQA10101-DQB10501. The binding affinity (normalized) is 0.398.